Predict the reaction yield, written as a fraction of the theoretical maximum amount of product (1.0 means a 100% yield; for example, 0.34 means a 34% yield). From a dataset of Reaction yield outcomes from USPTO patents with 853,638 reactions. (1) The catalyst is CO. The product is [O-:2][N+:3]1[C:8]2[CH:9]=[CH:10][CH:11]=[CH:12][C:7]=2[N+:6]([O-:13])=[C:5]([NH:14][CH2:15][CH2:16][N:17]([CH3:27])[CH2:18][CH2:19][NH:20][C:21]([C:22]2[C:48]3[C:39](=[CH:40][C:41]4[C:46]([N:47]=3)=[C:45]([CH3:49])[CH:44]=[CH:43][CH:42]=4)[CH:38]=[CH:37][CH:36]=2)=[O:26])[N:4]=1. The yield is 1.00. The reactants are N.[O-:2][N+:3]1[C:8]2[CH:9]=[CH:10][CH:11]=[CH:12][C:7]=2[N+:6]([O-:13])=[C:5]([NH:14][CH2:15][CH2:16][N:17]([CH3:27])[CH2:18][CH2:19][NH:20][C:21](=[O:26])[C:22](F)(F)F)[N:4]=1.N1(C(C2[C:48]3[C:39](=[CH:40][C:41]4[C:46]([N:47]=3)=[C:45]([CH3:49])[CH:44]=[CH:43][CH:42]=4)[CH:38]=[CH:37][CH:36]=2)=O)C=CN=C1. (2) The reactants are [NH:1]1[CH2:11][CH2:10][CH2:9][CH:3]([C:4]([O:6][CH2:7][CH3:8])=[O:5])[CH2:2]1.[C:12]([OH:21])(=[O:20])[C@H:13]([C@@H:15]([C:17]([OH:19])=[O:18])[OH:16])[OH:14]. The catalyst is CCO. The product is [C:17]([C@H:15]([C@@H:13]([C:12]([OH:21])=[O:20])[OH:14])[OH:16])([OH:19])=[O:18].[NH:1]1[CH2:11][CH2:10][CH2:9][C@H:3]([C:4]([O:6][CH2:7][CH3:8])=[O:5])[CH2:2]1. The yield is 0.560.